This data is from Forward reaction prediction with 1.9M reactions from USPTO patents (1976-2016). The task is: Predict the product of the given reaction. (1) Given the reactants [Cl:1][C:2]1[CH:3]=[C:4]([C:16]([NH:18][C@H:19]([C:21]2[CH:29]=[CH:28][C:24]([C:25]([OH:27])=O)=[CH:23][CH:22]=2)[CH3:20])=[O:17])[C:5]([O:8][C:9]2[CH:14]=[CH:13][C:12]([F:15])=[CH:11][CH:10]=2)=[N:6][CH:7]=1.[Cl:30][C:31]1[CH:36]=[CH:35][C:34]([S:37]([NH2:40])(=[O:39])=[O:38])=[CH:33][CH:32]=1, predict the reaction product. The product is: [Cl:1][C:2]1[CH:7]=[N:6][C:5]([O:8][C:9]2[CH:10]=[CH:11][C:12]([F:15])=[CH:13][CH:14]=2)=[C:4]([CH:3]=1)[C:16]([NH:18][C@H:19]([C:21]1[CH:29]=[CH:28][C:24]([C:25]([NH:40][S:37]([C:34]2[CH:33]=[CH:32][C:31]([Cl:30])=[CH:36][CH:35]=2)(=[O:39])=[O:38])=[O:27])=[CH:23][CH:22]=1)[CH3:20])=[O:17]. (2) Given the reactants [S:1]1[C:5]2[CH:6]=[C:7]([NH2:10])[CH:8]=[CH:9][C:4]=2[N:3]=[CH:2]1.[F:11][C:12]([F:19])([F:18])[C:13](=[CH2:17])[C:14]([OH:16])=[O:15].C1(O)C=CC(O)=CC=1, predict the reaction product. The product is: [S:1]1[C:5]2[CH:6]=[C:7]([NH:10][CH2:17][CH:13]([C:12]([F:19])([F:18])[F:11])[C:14]([OH:16])=[O:15])[CH:8]=[CH:9][C:4]=2[N:3]=[CH:2]1. (3) Given the reactants [NH2:1][C:2]1[CH:3]=[C:4]2[C:9](=[CH:10][CH:11]=1)[N:8]=[CH:7][C:6]([C:12]#[N:13])=[C:5]2[NH:14][C:15]1[CH:20]=[CH:19][C:18]([F:21])=[C:17]([Cl:22])[CH:16]=1.[C:23]([C:25]1[C:26]([F:36])=[C:27]([CH:30]=[CH:31][C:32]=1[N:33]([CH3:35])[CH3:34])[CH:28]=O)#[N:24].[BH3-]C#N.[Na+], predict the reaction product. The product is: [Cl:22][C:17]1[CH:16]=[C:15]([NH:14][C:5]2[C:4]3[C:9](=[CH:10][CH:11]=[C:2]([NH:1][CH2:28][C:27]4[CH:30]=[CH:31][C:32]([N:33]([CH3:34])[CH3:35])=[C:25]([C:23]#[N:24])[C:26]=4[F:36])[CH:3]=3)[N:8]=[CH:7][C:6]=2[C:12]#[N:13])[CH:20]=[CH:19][C:18]=1[F:21]. (4) Given the reactants [CH3:1][N:2]1[CH:6]=[C:5]([C:7]([O:9]CC)=[O:8])[N:4]=[N:3]1.[OH-].[Na+].Cl, predict the reaction product. The product is: [CH3:1][N:2]1[CH:6]=[C:5]([C:7]([OH:9])=[O:8])[N:4]=[N:3]1. (5) Given the reactants [Br:1][C:2]1[CH:3]=[C:4]2[C:9](=[CH:10][CH:11]=1)[N:8]([C:12]1[CH:17]=[CH:16][C:15]([F:18])=[CH:14][CH:13]=1)[CH:7]=[C:6]([C:19]([NH2:21])=O)[C:5]2=[O:22].N1C(Cl)=NC(Cl)=NC=1Cl, predict the reaction product. The product is: [Br:1][C:2]1[CH:3]=[C:4]2[C:9](=[CH:10][CH:11]=1)[N:8]([C:12]1[CH:13]=[CH:14][C:15]([F:18])=[CH:16][CH:17]=1)[CH:7]=[C:6]([C:19]#[N:21])[C:5]2=[O:22]. (6) Given the reactants [Br:1][C:2]1[CH:7]=[CH:6][C:5]([CH2:8][CH2:9][N:10]([CH2:18][C@H:19]([OH:26])[C:20]2[CH:25]=[CH:24][CH:23]=[CH:22][CH:21]=2)[C:11](=[O:17])[O:12][C:13]([CH3:16])([CH3:15])[CH3:14])=[CH:4][CH:3]=1.[O:27]1[CH:32]=[CH:31][CH2:30][CH2:29][CH2:28]1, predict the reaction product. The product is: [Br:1][C:2]1[CH:3]=[CH:4][C:5]([CH2:8][CH2:9][N:10]([CH2:18][C@@H:19]([C:20]2[CH:21]=[CH:22][CH:23]=[CH:24][CH:25]=2)[O:26][CH:28]2[CH2:29][CH2:30][CH2:31][CH2:32][O:27]2)[C:11](=[O:17])[O:12][C:13]([CH3:16])([CH3:15])[CH3:14])=[CH:6][CH:7]=1.